This data is from Forward reaction prediction with 1.9M reactions from USPTO patents (1976-2016). The task is: Predict the product of the given reaction. (1) Given the reactants C([O-])(=O)C.C([O-])(=O)C.C1([I+2])C=CC=CC=1.[C:16]1([C:38]2[CH:43]=[CH:42][C:41]([C:44]3[CH:49]=[CH:48][CH:47]=[CH:46][C:45]=3[NH:50][S:51]([CH2:54][CH2:55][CH2:56][CH2:57][CH2:58][CH2:59][CH2:60][CH2:61][CH2:62][CH2:63][CH2:64][CH3:65])(=[O:53])=[O:52])=[CH:40][CH:39]=2)[CH:21]=[CH:20][CH:19]=[CH:18][C:17]=1[NH:22][S:23]([CH2:26][CH2:27][CH2:28][CH2:29][CH2:30][CH2:31][CH2:32][CH2:33][CH2:34][CH2:35][CH2:36][CH3:37])(=[O:25])=[O:24], predict the reaction product. The product is: [CH2:26]([S:23]([N:22]1[C:43]2[C:38](=[CH:39][C:40]3[N:50]([S:51]([CH2:54][CH2:55][CH2:56][CH2:57][CH2:58][CH2:59][CH2:60][CH2:61][CH2:62][CH2:63][CH2:64][CH3:65])(=[O:53])=[O:52])[C:45]4[C:44]([C:41]=3[CH:42]=2)=[CH:49][CH:48]=[CH:47][CH:46]=4)[C:16]2[C:17]1=[CH:18][CH:19]=[CH:20][CH:21]=2)(=[O:24])=[O:25])[CH2:27][CH2:28][CH2:29][CH2:30][CH2:31][CH2:32][CH2:33][CH2:34][CH2:35][CH2:36][CH3:37]. (2) Given the reactants C([O:4][C:5]1[C:6]([CH3:25])=[C:7]2[CH2:23][CH2:22][N:21]([CH3:24])[C:8]2=[N:9][C:10]=1[CH2:11][CH2:12][CH2:13][CH2:14][CH2:15][CH2:16][CH2:17][CH2:18][CH2:19][CH3:20])(=O)C.CC(C[AlH]CC(C)C)C.C(C(C(C([O-])=O)O)O)([O-])=O.[K+].[Na+].CO.C(Cl)Cl.[C:52]([OH:58])([C:54]([F:57])([F:56])[F:55])=[O:53], predict the reaction product. The product is: [F:55][C:54]([F:57])([F:56])[C:52]([OH:58])=[O:53].[CH3:24][N:21]1[C:8]2=[N:9][C:10]([CH2:11][CH2:12][CH2:13][CH2:14][CH2:15][CH2:16][CH2:17][CH2:18][CH2:19][CH3:20])=[C:5]([OH:4])[C:6]([CH3:25])=[C:7]2[CH2:23][CH2:22]1. (3) Given the reactants C([O:4][C@@H:5]1[C@@H:13]([C@@H:14]([OH:19])[C:15]([F:18])([F:17])[F:16])[O:12][C@H:11]2[C@H:7]([N:8]=[C:9]([N:20]([CH2:28][CH3:29])[C:21](=[O:27])[O:22][C:23]([CH3:26])([CH3:25])[CH3:24])[S:10]2)[C@H:6]1[O:30]CC=C)C=C.CCN(CC)CC.C(O)=O, predict the reaction product. The product is: [OH:4][C@@H:5]1[C@@H:13]([C@@H:14]([OH:19])[C:15]([F:16])([F:18])[F:17])[O:12][C@H:11]2[C@H:7]([N:8]=[C:9]([N:20]([CH2:28][CH3:29])[C:21](=[O:27])[O:22][C:23]([CH3:25])([CH3:26])[CH3:24])[S:10]2)[C@H:6]1[OH:30]. (4) Given the reactants [NH2:1][C:2]1[S:3][C:4]([C:11]2[CH:16]=[CH:15][CH:14]=[CH:13][CH:12]=2)=[C:5]([C:7]([O:9][CH3:10])=[O:8])[N:6]=1.[C:17](Cl)(=[O:19])[CH3:18].O, predict the reaction product. The product is: [C:17]([NH:1][C:2]1[S:3][C:4]([C:11]2[CH:16]=[CH:15][CH:14]=[CH:13][CH:12]=2)=[C:5]([C:7]([O:9][CH3:10])=[O:8])[N:6]=1)(=[O:19])[CH3:18]. (5) Given the reactants [Cl:1][C:2]1[CH:7]=[CH:6][C:5]([C@H:8]([NH:11][S@@:12]([C:14]([CH3:17])([CH3:16])[CH3:15])=[O:13])[CH2:9][CH3:10])=[C:4]([F:18])[C:3]=1[OH:19].[CH2:20]([O:27][C:28]1[CH:33]=[C:32](F)[CH:31]=[CH:30][C:29]=1[N+:35]([O-:37])=[O:36])[C:21]1[CH:26]=[CH:25][CH:24]=[CH:23][CH:22]=1.C([O-])([O-])=O.[Cs+].[Cs+].CS(C)=O, predict the reaction product. The product is: [CH2:20]([O:27][C:28]1[CH:33]=[C:32]([CH:31]=[CH:30][C:29]=1[N+:35]([O-:37])=[O:36])[O:19][C:3]1[C:4]([F:18])=[C:5]([C@H:8]([NH:11][S@@:12]([C:14]([CH3:15])([CH3:17])[CH3:16])=[O:13])[CH2:9][CH3:10])[CH:6]=[CH:7][C:2]=1[Cl:1])[C:21]1[CH:22]=[CH:23][CH:24]=[CH:25][CH:26]=1. (6) Given the reactants C(OC([NH:8][C:9]1([C:12]([NH:14][C@@H:15]([C:17]2[CH:22]=[CH:21][C:20]([C:23]3[C:24]([C:30]([O:32]C)=[O:31])=[C:25]([F:29])[CH:26]=[CH:27][CH:28]=3)=[CH:19][CH:18]=2)[CH3:16])=[O:13])[CH2:11][CH2:10]1)=O)(C)(C)C, predict the reaction product. The product is: [NH2:8][C:9]1([C:12]([NH:14][C@@H:15]([C:17]2[CH:22]=[CH:21][C:20]([C:23]3[C:24]([C:30]([OH:32])=[O:31])=[C:25]([F:29])[CH:26]=[CH:27][CH:28]=3)=[CH:19][CH:18]=2)[CH3:16])=[O:13])[CH2:10][CH2:11]1. (7) Given the reactants Br[C:2]1[CH:3]=[C:4]([C@@H:8]([NH:17][C:18]([C@@H:20]2[CH2:25][CH2:24][CH2:23][N:22]([C:26](=[O:42])[CH2:27][CH2:28][CH:29]3[CH2:34][CH2:33][N:32]([C:35]([O:37][C:38]([CH3:41])([CH3:40])[CH3:39])=[O:36])[CH2:31][CH2:30]3)[CH2:21]2)=[O:19])[CH2:9][C:10]([O:12][C:13]([CH3:16])([CH3:15])[CH3:14])=[O:11])[CH:5]=[N:6][CH:7]=1.[C:43]([C:45]1[CH:46]=[C:47]([OH:51])[CH:48]=[CH:49][CH:50]=1)#[CH:44], predict the reaction product. The product is: [C:13]([O:12][C:10](=[O:11])[CH2:9][C@H:8]([NH:17][C:18]([C@@H:20]1[CH2:25][CH2:24][CH2:23][N:22]([C:26](=[O:42])[CH2:27][CH2:28][CH:29]2[CH2:34][CH2:33][N:32]([C:35]([O:37][C:38]([CH3:41])([CH3:39])[CH3:40])=[O:36])[CH2:31][CH2:30]2)[CH2:21]1)=[O:19])[C:4]1[CH:5]=[N:6][CH:7]=[C:2]([C:44]#[C:43][C:45]2[CH:50]=[CH:49][CH:48]=[C:47]([OH:51])[CH:46]=2)[CH:3]=1)([CH3:16])([CH3:14])[CH3:15]. (8) Given the reactants [C:1]([C:4]1[CH:5]=[N:6][CH:7]=[CH:8][CH:9]=1)(=O)[CH3:2].C([O-])=O.[NH4+:13], predict the reaction product. The product is: [NH2:13][CH:1]([C:4]1[CH:5]=[N:6][CH:7]=[CH:8][CH:9]=1)[CH3:2].